From a dataset of Ames mutagenicity test results for genotoxicity prediction. Regression/Classification. Given a drug SMILES string, predict its toxicity properties. Task type varies by dataset: regression for continuous values (e.g., LD50, hERG inhibition percentage) or binary classification for toxic/non-toxic outcomes (e.g., AMES mutagenicity, cardiotoxicity, hepatotoxicity). Dataset: ames. (1) The compound is O=NN1CCSC1. The result is 1 (mutagenic). (2) The drug is O=NN(c1ccc([N+](=O)[O-])cc1)C1OCC(O)C(O)C1O. The result is 1 (mutagenic).